Dataset: NCI-60 drug combinations with 297,098 pairs across 59 cell lines. Task: Regression. Given two drug SMILES strings and cell line genomic features, predict the synergy score measuring deviation from expected non-interaction effect. (1) Drug 1: C1=NC2=C(N=C(N=C2N1C3C(C(C(O3)CO)O)O)F)N. Drug 2: C1CN1C2=NC(=NC(=N2)N3CC3)N4CC4. Cell line: RPMI-8226. Synergy scores: CSS=42.2, Synergy_ZIP=-0.730, Synergy_Bliss=-1.26, Synergy_Loewe=-7.20, Synergy_HSA=0.421. (2) Drug 1: CC=C1C(=O)NC(C(=O)OC2CC(=O)NC(C(=O)NC(CSSCCC=C2)C(=O)N1)C(C)C)C(C)C. Drug 2: CCC1(C2=C(COC1=O)C(=O)N3CC4=CC5=C(C=CC(=C5CN(C)C)O)N=C4C3=C2)O.Cl. Cell line: BT-549. Synergy scores: CSS=58.6, Synergy_ZIP=-1.25, Synergy_Bliss=5.43, Synergy_Loewe=-6.65, Synergy_HSA=4.58. (3) Drug 2: C1CC(=O)NC(=O)C1N2C(=O)C3=CC=CC=C3C2=O. Cell line: HS 578T. Synergy scores: CSS=37.7, Synergy_ZIP=-1.52, Synergy_Bliss=-0.0196, Synergy_Loewe=-2.72, Synergy_HSA=-0.0623. Drug 1: C1=C(C(=O)NC(=O)N1)F. (4) Drug 1: C1CCC(CC1)NC(=O)N(CCCl)N=O. Drug 2: CC1C(C(CC(O1)OC2CC(OC(C2O)C)OC3=CC4=CC5=C(C(=O)C(C(C5)C(C(=O)C(C(C)O)O)OC)OC6CC(C(C(O6)C)O)OC7CC(C(C(O7)C)O)OC8CC(C(C(O8)C)O)(C)O)C(=C4C(=C3C)O)O)O)O. Cell line: COLO 205. Synergy scores: CSS=14.9, Synergy_ZIP=-6.58, Synergy_Bliss=0.149, Synergy_Loewe=-3.82, Synergy_HSA=-3.49. (5) Drug 1: C1C(C(OC1N2C=NC(=NC2=O)N)CO)O. Drug 2: CC1C(C(CC(O1)OC2CC(CC3=C2C(=C4C(=C3O)C(=O)C5=CC=CC=C5C4=O)O)(C(=O)C)O)N)O. Cell line: UACC-257. Synergy scores: CSS=46.8, Synergy_ZIP=-0.696, Synergy_Bliss=1.32, Synergy_Loewe=-27.9, Synergy_HSA=2.03.